Dataset: Forward reaction prediction with 1.9M reactions from USPTO patents (1976-2016). Task: Predict the product of the given reaction. Given the reactants [N:1](OC(C)(C)C)=[O:2].Cl.[CH3:9][O:10][N:11]=[C:12]1[C:16]2[CH:17]=[CH:18][CH:19]=[CH:20][C:15]=2[O:14][CH2:13]1, predict the reaction product. The product is: [CH3:9][O:10][N:11]=[C:12]1[C:16]2[CH:17]=[CH:18][CH:19]=[CH:20][C:15]=2[O:14][C:13]1=[N:1][OH:2].